Predict the reaction yield, written as a fraction of the theoretical maximum amount of product (1.0 means a 100% yield; for example, 0.34 means a 34% yield). From a dataset of Reaction yield outcomes from USPTO patents with 853,638 reactions. (1) The reactants are Cl.[CH2:2]([O:9][C:10]1[CH:16]=[CH:15][C:13]([NH2:14])=[CH:12][CH:11]=1)[C:3]1[CH:8]=[CH:7][CH:6]=[CH:5][CH:4]=1.C([Mg]Br)C.[Cl:21][C:22]1[CH:29]=[C:28]([Cl:30])[CH:27]=[CH:26][C:23]=1[C:24]#[N:25].O. The catalyst is C1COCC1. The product is [CH2:2]([O:9][C:10]1[CH:11]=[CH:12][C:13]([NH:14][C:24](=[NH:25])[C:23]2[CH:26]=[CH:27][C:28]([Cl:30])=[CH:29][C:22]=2[Cl:21])=[CH:15][CH:16]=1)[C:3]1[CH:4]=[CH:5][CH:6]=[CH:7][CH:8]=1. The yield is 0.980. (2) The reactants are [O:1]1[CH2:5][CH2:4][O:3][CH:2]1[C:6]1[C:7]([F:29])=[C:8]([F:28])[C:9]([NH:19][C:20]2[CH:25]=[CH:24][C:23]([I:26])=[CH:22][C:21]=2[F:27])=[C:10]([CH:18]=1)[C:11]([NH:13][O:14][CH2:15][CH2:16][OH:17])=[O:12].[BH4-].[Na+].FC(F)(F)C(O)=O.C(=O)(O)[O-].[Na+]. The catalyst is C1COCC1. The product is [F:28][C:8]1[C:9]([NH:19][C:20]2[CH:25]=[CH:24][C:23]([I:26])=[CH:22][C:21]=2[F:27])=[C:10]([CH:18]=[C:6]([CH2:2][O:1][CH2:5][CH2:4][OH:3])[C:7]=1[F:29])[C:11]([NH:13][O:14][CH2:15][CH2:16][OH:17])=[O:12]. The yield is 0.800.